From a dataset of Experimentally validated miRNA-target interactions with 360,000+ pairs, plus equal number of negative samples. Binary Classification. Given a miRNA mature sequence and a target amino acid sequence, predict their likelihood of interaction. (1) The miRNA is hsa-miR-1302 with sequence UUGGGACAUACUUAUGCUAAA. The protein sequence of the target gene is MSSSPVKRQRMESALDQLKQFTTVVADTGDFHAIDEYKPQDATTNPSLILAAAQMPAYQELVEEAIAYGRKLGGSQEDQIKNAIDKLFVLFGAEILKKIPGRVSTEVDARLSFDKDAMVARARRLIELYKEAGISKDRILIKLSSTWEGIQAGKELEEQHGIHCNMTLLFSFAQAVACAEAGVTLISPFVGRILDWHVANTDKKSYEPLEDPGVKSVTKIYNYYKKFSYKTIVMGASFRNTGEIKALAGCDFLTISPKLLGELLQDNAKLVPVLSAKAAQASDLEKIHLDEKSFRWLHNE.... Result: 0 (no interaction). (2) The miRNA is hsa-miR-662 with sequence UCCCACGUUGUGGCCCAGCAG. The protein sequence of the target gene is MVVSGVLTAPAVLTAPHSGTSNTTFVVFENSHVNITAPLPFQHPSAGPLLRYSLETMTSPGFSSLAVNSTAVTPAPAVFKSLNLAVQIILSAIMIFILFVSFLGNLVVCLMVYQKAAMRSAINILLASLAFADMLLAVLNMPFALVTILTTRWIFGKFFCRLSAMFFWLFVIEGVAILLIISIDRFLIIVQRQDKLNPYRAKVLIAVSWATAFSVAFPLAVGNPDLQIPSRAPQCVFGYTTNSGYQAYVILISLISFFIPFLVILYSFMGILNTLRHNALRIHSYPEGICLSQASKLGLM.... Result: 0 (no interaction). (3) The protein sequence of the target gene is MWLWEDQGGLLGPFSFVLVLLLVVTRSPFNACVLTGSLYILLRFFSFEPVPSRRALQVLKPRDRVSAIAHRGGSHDAPENTLAAIRQAAKNGATGVELDIEFTSDGVPVLMHDNTVDRTTDGSGRLCDLTFEQVRKLNPAANHRLRNEFPDERIPTLKEAVTECLRHNLTIFFDVKGHADMASAALKNIYTEFPQLYNNSMVCSFLPEVIYKMRQTDQKVITALTHRPWSLSHTGDGKPRYSVFWKQSVFVVLDILLDWSMHNVLWYLCGISAFLMQKDFVSPDYLKKWSAKGIQVVSWT.... Result: 0 (no interaction). The miRNA is hsa-miR-4745-3p with sequence UGGCCCGGCGACGUCUCACGGUC. (4) The miRNA is mmu-miR-301a-3p with sequence CAGUGCAAUAGUAUUGUCAAAGC. The protein sequence of the target gene is MLGHRLLPSLDFPAVSEGYKPEHDMSPNKDASSLNSSAAGLVCLPPVSEELQLVWTQAIQTSELDGNEHLLQAFSYFPYPSLADIALLCLRHGLQMEKVKTWFMAQRLRCGISWSSEEIEETRARVVYHRDQLLFKSLLSFTQQSVRPPQERPPVLRPEQVALGLSPLAPSEQPTHMKGLKVEPEEPSQVSQLPLNHQNAKEPLMMGSRTFSHQSDCQDLQISGLSKEQAGRGPDQSCGKTASWNHFTAVHQPDKPASVSLLDNSCKEESEPSGIPPSSSTSSPSFQALANGTTATPKPL.... Result: 1 (interaction).